This data is from Full USPTO retrosynthesis dataset with 1.9M reactions from patents (1976-2016). The task is: Predict the reactants needed to synthesize the given product. (1) Given the product [O:26]1[CH:27]=[CH:28][C:24]([C:22]([C:6]2[CH:11]=[CH:10][CH:9]=[CH:8][C:7]=2[CH2:12][O:13][C:14]2[CH:19]=[C:18]([CH3:20])[CH:17]=[CH:16][C:15]=2[CH3:21])=[O:30])=[N:25]1, predict the reactants needed to synthesize it. The reactants are: BrCC.[Mg].Br[C:6]1[CH:11]=[CH:10][CH:9]=[CH:8][C:7]=1[CH2:12][O:13][C:14]1[CH:19]=[C:18]([CH3:20])[CH:17]=[CH:16][C:15]=1[CH3:21].[C:22]([C:24]1[CH:28]=[CH:27][O:26][N:25]=1)#N.S(=O)(=O)(O)[OH:30]. (2) Given the product [F:1][C:2]1[C:3]([NH:13][C:14]2[CH:19]=[CH:18][C:17]([CH2:20][CH2:21][CH2:22][OH:23])=[CH:16][C:15]=2[F:24])=[C:4]([CH:9]=[CH:10][C:11]=1[F:12])[C:5]([O:7][CH3:8])=[O:6], predict the reactants needed to synthesize it. The reactants are: [F:1][C:2]1[C:3]([NH:13][C:14]2[CH:19]=[CH:18][C:17]([C:20]#[C:21][CH2:22][OH:23])=[CH:16][C:15]=2[F:24])=[C:4]([CH:9]=[CH:10][C:11]=1[F:12])[C:5]([O:7][CH3:8])=[O:6]. (3) Given the product [C:1]([N:4]1[CH2:9][CH2:8][N:7]([C:10]2[CH:11]=[CH:12][C:13]([NH:16][C:17](=[O:30])[CH2:18][C:19]3[CH:24]=[C:23]([S:25]([CH3:28])(=[O:27])=[O:26])[C:22]([C:36]4[CH:35]=[CH:34][N:33]=[C:32]([CH3:31])[CH:37]=4)=[N:21][CH:20]=3)=[N:14][CH:15]=2)[CH2:6][CH2:5]1)(=[O:3])[CH3:2], predict the reactants needed to synthesize it. The reactants are: [C:1]([N:4]1[CH2:9][CH2:8][N:7]([C:10]2[CH:11]=[CH:12][C:13]([NH:16][C:17](=[O:30])[CH2:18][C:19]3[CH:20]=[N:21][C:22](Cl)=[C:23]([S:25]([CH3:28])(=[O:27])=[O:26])[CH:24]=3)=[N:14][CH:15]=2)[CH2:6][CH2:5]1)(=[O:3])[CH3:2].[CH3:31][C:32]1[CH:37]=[C:36](B2OC(C)(C)C(C)(C)O2)[CH:35]=[CH:34][N:33]=1.C([O-])([O-])=O.[Na+].[Na+].C1(C)C=CC=CC=1. (4) Given the product [N:26]([CH2:12][C@H:13]1[O:18][CH2:17][CH2:16][N:15]([C:19]([O:21][C:22]([CH3:25])([CH3:24])[CH3:23])=[O:20])[CH2:14]1)=[N+:27]=[N-:28], predict the reactants needed to synthesize it. The reactants are: S(O[CH2:12][C@H:13]1[O:18][CH2:17][CH2:16][N:15]([C:19]([O:21][C:22]([CH3:25])([CH3:24])[CH3:23])=[O:20])[CH2:14]1)(C1C=CC(C)=CC=1)(=O)=O.[N-:26]=[N+:27]=[N-:28].[Na+].